From a dataset of Full USPTO retrosynthesis dataset with 1.9M reactions from patents (1976-2016). Predict the reactants needed to synthesize the given product. (1) The reactants are: [C:1]([O:14][C@H:15]([CH2:41][O:42][C:43](=[O:55])[CH2:44][CH2:45][CH2:46][CH2:47][CH2:48][CH2:49][CH2:50][CH2:51][CH2:52][CH2:53][CH3:54])[CH2:16][S:17][CH2:18][C@@H:19]([C:38](O)=[O:39])[NH:20][C:21](=[O:37])[O:22][CH2:23][CH:24]1[C:36]2[CH:35]=[CH:34][CH:33]=[CH:32][C:31]=2[C:30]2[C:25]1=[CH:26][CH:27]=[CH:28][CH:29]=2)(=[O:13])[CH2:2][CH2:3][CH2:4][CH2:5][CH2:6][CH2:7][CH2:8][CH2:9][CH2:10][CH2:11][CH3:12].CCN(C(C)C)C(C)C.CCN=C=NCCCN(C)C.C1C=CC2N(O)N=NC=2C=1.Cl.[NH2:87][CH2:88][CH2:89][CH2:90][CH2:91][CH2:92][C:93]([O:95][CH2:96][C:97]1[CH:102]=[CH:101][CH:100]=[CH:99][CH:98]=1)=[O:94]. Given the product [C:43]([O:42][CH2:41][C@@H:15]([O:14][C:1](=[O:13])[CH2:2][CH2:3][CH2:4][CH2:5][CH2:6][CH2:7][CH2:8][CH2:9][CH2:10][CH2:11][CH3:12])[CH2:16][S:17][CH2:18][C@H:19]([NH:20][C:21]([O:22][CH2:23][CH:24]1[C:36]2[CH:35]=[CH:34][CH:33]=[CH:32][C:31]=2[C:30]2[C:25]1=[CH:26][CH:27]=[CH:28][CH:29]=2)=[O:37])[C:38]([NH:87][CH2:88][CH2:89][CH2:90][CH2:91][CH2:92][C:93]([O:95][CH2:96][C:97]1[CH:102]=[CH:101][CH:100]=[CH:99][CH:98]=1)=[O:94])=[O:39])(=[O:55])[CH2:44][CH2:45][CH2:46][CH2:47][CH2:48][CH2:49][CH2:50][CH2:51][CH2:52][CH2:53][CH3:54], predict the reactants needed to synthesize it. (2) Given the product [CH2:1]([S:11]([O-:14])(=[O:13])=[O:12])[CH2:2][S:3][S:4][CH2:5][CH2:6][S:7]([O-:10])(=[O:8])=[O:9].[Ca+2:16], predict the reactants needed to synthesize it. The reactants are: [CH2:1]([S:11]([OH:14])(=[O:13])=[O:12])[CH2:2][S:3][S:4][CH2:5][CH2:6][S:7]([OH:10])(=[O:9])=[O:8].[OH-].[Ca+2:16].[OH-].CC(C)=O. (3) Given the product [Cl:11][C:10]1[N:9]=[C:16]([Cl:17])[N:15]=[C:7]([CH3:8])[N:12]=1, predict the reactants needed to synthesize it. The reactants are: C[Mg]Br.CCO[CH2:7][CH3:8].[N:9]1[C:16]([Cl:17])=[N:15]C(Cl)=[N:12][C:10]=1[Cl:11]. (4) Given the product [F:25][C:26]1[C:31]([C:32]([F:34])([F:35])[F:33])=[CH:30][CH:29]=[CH:28][C:27]=1[CH2:36][C:37]([NH:1][C:2]1[CH:11]=[CH:10][CH:9]=[C:8]2[C:3]=1[CH:4]=[CH:5][N:6]([C:13]1[CH:14]=[N:15][CH:16]=[CH:17][C:18]=1[CH3:19])[C:7]2=[O:12])=[O:38], predict the reactants needed to synthesize it. The reactants are: [NH2:1][C:2]1[CH:11]=[CH:10][CH:9]=[C:8]2[C:3]=1[CH:4]=[CH:5][N:6]([C:13]1[CH:14]=[N:15][CH:16]=[CH:17][C:18]=1[CH3:19])[C:7]2=[O:12].CN(C)C=O.[F:25][C:26]1[C:31]([C:32]([F:35])([F:34])[F:33])=[CH:30][CH:29]=[CH:28][C:27]=1[CH2:36][C:37](O)=[O:38].F[P-](F)(F)(F)(F)F.C[N+](C)=C(N(C)C)ON1C2N=CC=CC=2N=N1.C(N(CC)C(C)C)(C)C. (5) Given the product [NH2:9][C:10]1[N:11](/[C:7](=[N:6]/[CH:1]2[CH2:5][CH2:4][CH2:3][CH2:2]2)/[C:8]([C:17]2[CH:22]=[C:21]([O:23][CH3:24])[C:20]([O:25][CH3:26])=[CH:19][C:18]=2[O:27][CH3:28])=[O:31])[N:12]=[CH:13][C:14]=1[C:15]#[N:16], predict the reactants needed to synthesize it. The reactants are: [CH:1]1([NH:6][C:7]2[N:11]3[N:12]=[CH:13][C:14]([C:15]#[N:16])=[C:10]3[NH:9][C:8]=2[C:17]2[CH:22]=[C:21]([O:23][CH3:24])[C:20]([O:25][CH3:26])=[CH:19][C:18]=2[O:27][CH3:28])[CH2:5][CH2:4][CH2:3][CH2:2]1.CS(C)=[O:31]. (6) Given the product [CH2:1]([C:5]1[CH:6]=[C:7]2[C:12](=[C:13]([O:15][CH:16]3[CH2:17][CH2:18][N:19]([CH2:22][CH:24]4[CH2:29][CH2:28][N:27]([C:30]([O:32][C:33]([CH3:34])([CH3:36])[CH3:35])=[O:31])[CH2:26][CH2:25]4)[CH2:20][CH2:21]3)[CH:14]=1)[N:11]=[CH:10][CH:9]=[CH:8]2)[CH2:2][CH2:3][CH3:4], predict the reactants needed to synthesize it. The reactants are: [CH2:1]([C:5]1[CH:6]=[C:7]2[C:12](=[C:13]([O:15][CH:16]3[CH2:21][CH2:20][NH:19][CH2:18][CH2:17]3)[CH:14]=1)[N:11]=[CH:10][CH:9]=[CH:8]2)[CH2:2][CH2:3][CH3:4].[CH:22]([CH:24]1[CH2:29][CH2:28][N:27]([C:30]([O:32][C:33]([CH3:36])([CH3:35])[CH3:34])=[O:31])[CH2:26][CH2:25]1)=O.C(O)(=O)C.C(O[BH-](OC(=O)C)OC(=O)C)(=O)C.[Na+]. (7) Given the product [CH3:1][O:2][CH2:3][CH:4]([OH:25])[CH2:5][S:6]([C:9]1[CH:10]=[CH:11][C:12]([C:15]2[CH:20]=[CH:19][C:18]([C:21]([F:22])([F:23])[F:24])=[CH:17][CH:16]=2)=[CH:13][CH:14]=1)(=[O:7])=[O:8], predict the reactants needed to synthesize it. The reactants are: [CH3:1][O:2][CH2:3][C:4](=[O:25])[CH2:5][S:6]([C:9]1[CH:14]=[CH:13][C:12]([C:15]2[CH:20]=[CH:19][C:18]([C:21]([F:24])([F:23])[F:22])=[CH:17][CH:16]=2)=[CH:11][CH:10]=1)(=[O:8])=[O:7].[BH4-].[Na+].O. (8) Given the product [Cl:66][C:67]1[CH:72]=[CH:71][CH:70]=[C:69]([Cl:73])[C:68]=1[CH2:74][NH:75][C:20](=[O:22])[CH2:19][CH2:18][N:15]1[CH2:16][CH2:17][CH:12]([NH:11][CH2:10][C@H:9]([OH:8])[C:23]2[CH:32]=[CH:31][C:30]([OH:33])=[C:29]3[C:24]=2[CH:25]=[CH:26][C:27](=[O:34])[NH:28]3)[CH2:13][CH2:14]1, predict the reactants needed to synthesize it. The reactants are: [Si]([O:8][C@H:9]([C:23]1[CH:32]=[CH:31][C:30]([OH:33])=[C:29]2[C:24]=1[CH:25]=[CH:26][C:27](=[O:34])[NH:28]2)[CH2:10][NH:11][CH:12]1[CH2:17][CH2:16][N:15]([CH2:18][CH2:19][C:20]([OH:22])=O)[CH2:14][CH2:13]1)(C(C)(C)C)(C)C.CN(C(ON1N=NC2C=CC=NC1=2)=[N+](C)C)C.F[P-](F)(F)(F)(F)F.C(N(CC)CC)C.[Cl:66][C:67]1[CH:72]=[CH:71][CH:70]=[C:69]([Cl:73])[C:68]=1[CH2:74][NH2:75]. (9) Given the product [CH3:18][O:17][C:12]1[CH:13]=[CH:14][CH:15]=[CH:16][C:11]=1[C:9]([C:4]1[CH:5]=[CH:6][CH:7]=[CH:8][C:3]=1[O:2][CH3:1])=[O:10], predict the reactants needed to synthesize it. The reactants are: [CH3:1][O:2][C:3]1[CH:8]=[CH:7][CH:6]=[CH:5][C:4]=1[CH:9]([C:11]1[CH:16]=[CH:15][CH:14]=[CH:13][C:12]=1[O:17][CH3:18])[OH:10].